Dataset: Full USPTO retrosynthesis dataset with 1.9M reactions from patents (1976-2016). Task: Predict the reactants needed to synthesize the given product. Given the product [F:1][C:2]1[CH:3]=[C:4]([N:9]2[CH2:18][C:17]3[C:12](=[CH:13][CH:14]=[CH:15][CH:16]=3)[NH:11][C:10]2=[O:19])[CH:5]=[CH:6][C:7]=1[O:8][C:35]1[CH:34]=[CH:33][N:32]=[C:31]2[N:27]([CH2:26][C:25]3[CH:24]=[CH:23][C:22]([O:21][CH3:20])=[CH:39][CH:38]=3)[N:28]=[C:29]([CH3:37])[C:30]=12, predict the reactants needed to synthesize it. The reactants are: [F:1][C:2]1[CH:3]=[C:4]([N:9]2[CH2:18][C:17]3[C:12](=[CH:13][CH:14]=[CH:15][CH:16]=3)[NH:11][C:10]2=[O:19])[CH:5]=[CH:6][C:7]=1[OH:8].[CH3:20][O:21][C:22]1[CH:39]=[CH:38][C:25]([CH2:26][N:27]2[C:31]3=[N:32][CH:33]=[CH:34][C:35](Cl)=[C:30]3[C:29]([CH3:37])=[N:28]2)=[CH:24][CH:23]=1.C(=O)([O-])[O-].[K+].[K+].CC(C)([O-])C.[K+].C1COCC1.